From a dataset of Experimentally validated miRNA-target interactions with 360,000+ pairs, plus equal number of negative samples. Binary Classification. Given a miRNA mature sequence and a target amino acid sequence, predict their likelihood of interaction. The miRNA is hsa-miR-3681-3p with sequence ACACAGUGCUUCAUCCACUACU. The protein sequence of the target gene is MQPPPQTVPSGMAGPPPAGNPRSVFWASSPYRRRANNNAAVAPTTCPLQPVTDPFAFSRQALQSTPLGSSSKSSPPVLQGPAPAGFSQHPGLLVPHTHARDSSQGPCEPLPGPLTQPRAHASPFSGALTPSAPPGPEMNRSAEVGPSSEPEVQTLPYLPHYIPGVDPETSHGGHPHGNMPGLDRPLSRQNPHDGVVTPAASPSLPQPGLQMPGQWGPVQGGPQPSGQHRSPCPEGPVPSGVPCATSVPHFPTPSILHQGPGHEQHSPLVAPPAALPSDGRDEVSHLQSGSHLANNSDPES.... Result: 1 (interaction).